From a dataset of TCR-epitope binding with 47,182 pairs between 192 epitopes and 23,139 TCRs. Binary Classification. Given a T-cell receptor sequence (or CDR3 region) and an epitope sequence, predict whether binding occurs between them. (1) The epitope is AYILFTRFFYV. The TCR CDR3 sequence is CASSFEIAKNIQYF. Result: 0 (the TCR does not bind to the epitope). (2) The epitope is TLVPQEHYV. The TCR CDR3 sequence is CASSSSRGYYEQYF. Result: 1 (the TCR binds to the epitope). (3) The epitope is KTSVDCTMYI. The TCR CDR3 sequence is CASSSGQGPDYGYTF. Result: 1 (the TCR binds to the epitope). (4) The epitope is YLNTLTLAV. The TCR CDR3 sequence is CASSLLLNTEAFF. Result: 1 (the TCR binds to the epitope). (5) The epitope is TSDLATNNLVVMAY. The TCR CDR3 sequence is CASSPEGGAIVAPEAFF. Result: 0 (the TCR does not bind to the epitope).